This data is from Catalyst prediction with 721,799 reactions and 888 catalyst types from USPTO. The task is: Predict which catalyst facilitates the given reaction. The catalyst class is: 3. Product: [CH:1]1([N:4]([CH2:29][C:30]2[CH:35]=[C:34]([CH2:36][CH2:37][CH2:38][O:39][CH3:40])[CH:33]=[C:32]([O:41][CH2:42][CH2:43][O:44][CH3:45])[CH:31]=2)[C:5]([C@@H:7]2[C@:12]([C:14]3[CH:19]=[CH:18][C:17]([F:20])=[C:16]([F:21])[CH:15]=3)([O:13][CH2:51][CH2:52][O:53][CH3:54])[CH2:11][CH2:10][N:9]([C:22]([O:24][C:25]([CH3:28])([CH3:27])[CH3:26])=[O:23])[CH2:8]2)=[O:6])[CH2:3][CH2:2]1. Reactant: [CH:1]1([N:4]([CH2:29][C:30]2[CH:35]=[C:34]([CH2:36][CH2:37][CH2:38][O:39][CH3:40])[CH:33]=[C:32]([O:41][CH2:42][CH2:43][O:44][CH3:45])[CH:31]=2)[C:5]([C@@H:7]2[C@:12]([C:14]3[CH:19]=[CH:18][C:17]([F:20])=[C:16]([F:21])[CH:15]=3)([OH:13])[CH2:11][CH2:10][N:9]([C:22]([O:24][C:25]([CH3:28])([CH3:27])[CH3:26])=[O:23])[CH2:8]2)=[O:6])[CH2:3][CH2:2]1.[Na+].[I-].[H-].[Na+].Br[CH2:51][CH2:52][O:53][CH3:54].